From a dataset of Full USPTO retrosynthesis dataset with 1.9M reactions from patents (1976-2016). Predict the reactants needed to synthesize the given product. (1) Given the product [CH3:19][N:15]1[CH2:16][CH2:17][CH2:18][C:13]2([NH:12][C:11](=[O:21])[C:10]3[CH:22]=[C:6](/[CH:5]=[CH:4]/[C:3]([OH:23])=[O:2])[CH:7]=[CH:8][C:9]=3[O:20]2)[CH2:14]1, predict the reactants needed to synthesize it. The reactants are: C[O:2][C:3](=[O:23])/[CH:4]=[CH:5]/[C:6]1[CH:7]=[CH:8][C:9]2[O:20][C:13]3([CH2:18][CH2:17][CH2:16][N:15]([CH3:19])[CH2:14]3)[NH:12][C:11](=[O:21])[C:10]=2[CH:22]=1.[OH-].[Na+]. (2) Given the product [CH3:25][O:24][C:22](=[O:23])[CH2:21][C:19]1[CH:18]=[CH:17][C:16]([C:26]2[CH:31]=[CH:30][C:29]([O:32][CH2:12][O:11][CH3:10])=[CH:28][CH:27]=2)=[C:15]([Cl:14])[CH:20]=1, predict the reactants needed to synthesize it. The reactants are: C(N(C(C)C)CC)(C)C.[CH3:10][O:11][CH2:12]Cl.[Cl:14][C:15]1[CH:20]=[C:19]([CH2:21][C:22]([O:24][CH3:25])=[O:23])[CH:18]=[CH:17][C:16]=1[C:26]1[CH:31]=[CH:30][C:29]([OH:32])=[CH:28][CH:27]=1.O. (3) Given the product [CH3:1][C:2]([Si:5]([CH3:28])([CH3:27])[O:6][C@H:7]1[C@@H:12]([N:13]2[CH2:17][CH2:16][O:15][C:14]2=[O:19])[CH2:11][CH2:10][N:9]([CH2:20][C:21]2[CH:26]=[CH:25][CH:24]=[CH:23][CH:22]=2)[CH2:8]1)([CH3:4])[CH3:3], predict the reactants needed to synthesize it. The reactants are: [CH3:1][C:2]([Si:5]([CH3:28])([CH3:27])[O:6][C@H:7]1[C@@H:12]([NH:13][C:14](=[O:19])[O:15][CH2:16][CH2:17]Cl)[CH2:11][CH2:10][N:9]([CH2:20][C:21]2[CH:26]=[CH:25][CH:24]=[CH:23][CH:22]=2)[CH2:8]1)([CH3:4])[CH3:3].[H-].[Na+]. (4) Given the product [CH3:14][N:15]([CH3:21])[CH:16]1[CH2:20][CH2:19][N:18]([C:2]2[NH:3][C:4](=[O:13])[C:5]3[C:10]([CH:11]=2)=[C:9]([CH3:12])[CH:8]=[CH:7][CH:6]=3)[CH2:17]1, predict the reactants needed to synthesize it. The reactants are: Cl[C:2]1[NH:3][C:4](=[O:13])[C:5]2[C:10]([CH:11]=1)=[C:9]([CH3:12])[CH:8]=[CH:7][CH:6]=2.[CH3:14][N:15]([CH3:21])[CH:16]1[CH2:20][CH2:19][NH:18][CH2:17]1.